Predict which catalyst facilitates the given reaction. From a dataset of Catalyst prediction with 721,799 reactions and 888 catalyst types from USPTO. Reactant: [Si:1]([O:18][CH2:19][C@@H:20]1[C@@H:27]2[C@@H:23]([O:24][C:25]([CH3:29])([CH3:28])[O:26]2)[CH:22]([CH2:30][C:31]#[N:32])[O:21]1)([C:14]([CH3:17])([CH3:16])[CH3:15])([C:8]1[CH:13]=[CH:12][CH:11]=[CH:10][CH:9]=1)[C:2]1[CH:7]=[CH:6][CH:5]=[CH:4][CH:3]=1.C(O[CH:38](N(C)C)[N:39]([CH3:41])[CH3:40])(C)(C)C. Product: [Si:1]([O:18][CH2:19][C@@H:20]1[C@H:27]2[O:26][C:25]([CH3:29])([CH3:28])[O:24][C@H:23]2[CH:22]([C:30](=[CH:38][N:39]([CH3:41])[CH3:40])[C:31]#[N:32])[O:21]1)([C:14]([CH3:17])([CH3:16])[CH3:15])([C:2]1[CH:7]=[CH:6][CH:5]=[CH:4][CH:3]=1)[C:8]1[CH:9]=[CH:10][CH:11]=[CH:12][CH:13]=1. The catalyst class is: 575.